Dataset: Full USPTO retrosynthesis dataset with 1.9M reactions from patents (1976-2016). Task: Predict the reactants needed to synthesize the given product. (1) Given the product [Br:1][C:2]1[CH:3]=[C:4]2[N:9]=[C:15]([C:14]3[CH:17]=[CH:18][C:11]([OH:10])=[C:12]([O:19][CH3:20])[CH:13]=3)[NH:8][C:5]2=[N:6][CH:7]=1, predict the reactants needed to synthesize it. The reactants are: [Br:1][C:2]1[CH:3]=[C:4]([NH2:9])[C:5]([NH2:8])=[N:6][CH:7]=1.[OH:10][C:11]1[CH:18]=[CH:17][C:14]([CH:15]=O)=[CH:13][C:12]=1[O:19][CH3:20]. (2) Given the product [CH:34]1([CH2:33][O:32][C:28]2[CH:29]=[C:30]3[C:25](=[CH:26][CH:27]=2)[N:24]=[C:23]([NH:37][CH2:38][CH2:39][NH:40][C:41](=[O:43])[CH3:42])[C:22]([CH2:21][C:6]2[C:5]4[C:10](=[CH:11][C:12]([O:13][CH3:14])=[C:3]([O:2][CH3:1])[CH:4]=4)[C:9]([CH2:15][CH2:16][CH3:17])=[N:8][C:7]=2[OH:18])=[CH:31]3)[CH2:35][CH2:36]1, predict the reactants needed to synthesize it. The reactants are: [CH3:1][O:2][C:3]1[CH:4]=[C:5]2[C:10](=[CH:11][C:12]=1[O:13][CH3:14])[C:9]([CH2:15][CH2:16][CH3:17])=[N:8][C:7]([OH:18])=[CH:6]2.Cl.Cl[CH2:21][C:22]1[C:23]([NH:37][CH2:38][CH2:39][NH:40][C:41](=[O:43])[CH3:42])=[N:24][C:25]2[C:30]([CH:31]=1)=[CH:29][C:28]([O:32][CH2:33][CH:34]1[CH2:36][CH2:35]1)=[CH:27][CH:26]=2.[Li+].[OH-].